This data is from CYP2C9 inhibition data for predicting drug metabolism from PubChem BioAssay. The task is: Regression/Classification. Given a drug SMILES string, predict its absorption, distribution, metabolism, or excretion properties. Task type varies by dataset: regression for continuous measurements (e.g., permeability, clearance, half-life) or binary classification for categorical outcomes (e.g., BBB penetration, CYP inhibition). Dataset: cyp2c9_veith. (1) The drug is Cc1ccccc1C(=O)Nc1cccc(NC(=S)NC(=O)c2cccs2)c1. The result is 1 (inhibitor). (2) The result is 1 (inhibitor). The compound is N#Cc1cccc(NC(=O)N2CC3(CCN(C(=O)c4cc(C(F)(F)F)cc(C(F)(F)F)c4)CC3)C2)c1. (3) The result is 0 (non-inhibitor). The compound is NC(=O)N[C@H](CC(=O)O)C(=O)O.